Dataset: Forward reaction prediction with 1.9M reactions from USPTO patents (1976-2016). Task: Predict the product of the given reaction. Given the reactants C(OC([NH:8][CH2:9][CH:10]1[CH2:15][CH2:14][N:13]([C:16]2[N:20]([CH3:21])[N:19]=[CH:18][C:17]=2[NH:22][C:23]([C:25]2[N:26]=[C:27](Br)[S:28][C:29]=2[NH:30]C(=O)OC(C)(C)C)=[O:24])[CH2:12][CH2:11]1)=O)CCC.[CH:39]([C:42]1[CH:43]=[C:44](B(O)O)[CH:45]=[CH:46][CH:47]=1)([CH3:41])[CH3:40], predict the reaction product. The product is: [NH2:30][C:29]1[S:28][C:27]([C:46]2[CH:45]=[CH:44][CH:43]=[C:42]([CH:39]([CH3:41])[CH3:40])[CH:47]=2)=[N:26][C:25]=1[C:23]([NH:22][C:17]1[CH:18]=[N:19][N:20]([CH3:21])[C:16]=1[N:13]1[CH2:14][CH2:15][CH:10]([CH2:9][NH2:8])[CH2:11][CH2:12]1)=[O:24].